This data is from Reaction yield outcomes from USPTO patents with 853,638 reactions. The task is: Predict the reaction yield, written as a fraction of the theoretical maximum amount of product (1.0 means a 100% yield; for example, 0.34 means a 34% yield). (1) The reactants are [CH3:1][O:2][C:3]1[CH:4]=[C:5]([C:13]2[CH:14]=[C:15]3[CH2:21][C:20](=[O:22])[N:19](COCC[Si](C)(C)C)[C:16]3=[N:17][CH:18]=2)[CH:6]=[C:7]([O:11][CH3:12])[C:8]=1[O:9][CH3:10].C(=O)([O-])[O-].[Cs+].[Cs+].I[CH2:38][CH2:39][CH2:40][CH2:41]I. The catalyst is CN(C=O)C. The product is [CH3:12][O:11][C:7]1[CH:6]=[C:5]([C:13]2[CH:14]=[C:15]3[C:21]4([CH2:41][CH2:40][CH2:39][CH2:38]4)[C:20](=[O:22])[NH:19][C:16]3=[N:17][CH:18]=2)[CH:4]=[C:3]([O:2][CH3:1])[C:8]=1[O:9][CH3:10]. The yield is 0.510. (2) The reactants are C([O:8][C:9]1[CH:14]=[CH:13][C:12]([N:15]2[C:19]3[CH:20]=[CH:21][CH:22]=[CH:23][C:18]=3[N:17]=[C:16]2[C:24]2[N:25]([CH:29]([CH3:31])[CH3:30])[CH:26]=[CH:27][CH:28]=2)=[CH:11][CH:10]=1)C1C=CC=CC=1. The catalyst is CO.C(Cl)Cl.[Pd]. The product is [CH:29]([N:25]1[CH:26]=[CH:27][CH:28]=[C:24]1[C:16]1[N:15]([C:12]2[CH:13]=[CH:14][C:9]([OH:8])=[CH:10][CH:11]=2)[C:19]2[CH:20]=[CH:21][CH:22]=[CH:23][C:18]=2[N:17]=1)([CH3:31])[CH3:30]. The yield is 0.550. (3) The catalyst is C(Cl)Cl. The yield is 0.530. The product is [CH2:8]([O:15][CH2:16][CH2:17][CH2:18][N:3]1[C:4](=[O:6])[CH2:5][NH:1][C:2]1=[O:7])[C:9]1[CH:14]=[CH:13][CH:12]=[CH:11][CH:10]=1. The reactants are [NH:1]1[CH2:5][C:4](=[O:6])[NH:3][C:2]1=[O:7].[CH2:8]([O:15][CH2:16][CH2:17][CH2:18]O)[C:9]1[CH:14]=[CH:13][CH:12]=[CH:11][CH:10]=1.C1(P(C2C=CC=CC=2)C2C=CC=CC=2)C=CC=CC=1.N(C(OC(C)C)=O)=NC(OC(C)C)=O. (4) The reactants are C(N(CC)CC)C.[C:8](Cl)(=[O:12])[CH:9]([CH3:11])[CH3:10].[C:14]([O:18][C:19]([NH:21][CH2:22][C@H:23]([N:28]1[CH2:33][CH2:32][NH:31][CH2:30][CH2:29]1)[C:24]([O:26][CH3:27])=[O:25])=[O:20])([CH3:17])([CH3:16])[CH3:15].O. The catalyst is ClCCl. The product is [C:14]([O:18][C:19]([NH:21][CH2:22][C@H:23]([N:28]1[CH2:29][CH2:30][N:31]([C:8](=[O:12])[CH:9]([CH3:11])[CH3:10])[CH2:32][CH2:33]1)[C:24]([O:26][CH3:27])=[O:25])=[O:20])([CH3:17])([CH3:15])[CH3:16]. The yield is 0.810. (5) The reactants are [Br:1][C:2]1[CH:3]=[C:4]2[C:8](=[CH:9][CH:10]=1)[NH:7][CH:6]=[CH:5]2.BrC1C=CC=C2C=1C(C#N)=[CH:15][NH:16]2. No catalyst specified. The product is [Br:1][C:2]1[CH:3]=[C:4]2[C:8](=[CH:9][CH:10]=1)[NH:7][CH:6]=[C:5]2[C:15]#[N:16]. The yield is 0.660. (6) The reactants are [CH3:1][C:2]1[C:10]2[N:9]=[C:8]([CH2:11][CH2:12][CH3:13])[N:7]([CH2:14][C:15]3[CH:32]=[CH:31][C:18]4/[C:19](=[CH:28]/[C:29]#[N:30])/[C:20]5[CH:27]=[CH:26][CH:25]=[CH:24][C:21]=5[CH2:22][CH2:23][C:17]=4[CH:16]=3)[C:6]=2[CH:5]=[C:4]([C:33]([NH:35][NH2:36])=[O:34])[CH:3]=1.[CH:37](OCC)(OCC)OCC.O.N. The catalyst is C(O)(=O)C. The product is [CH3:1][C:2]1[C:10]2[N:9]=[C:8]([CH2:11][CH2:12][CH3:13])[N:7]([CH2:14][C:15]3[CH:32]=[CH:31][C:18]4/[C:19](=[CH:28]/[C:29]#[N:30])/[C:20]5[CH:27]=[CH:26][CH:25]=[CH:24][C:21]=5[CH2:22][CH2:23][C:17]=4[CH:16]=3)[C:6]=2[CH:5]=[C:4]([C:33]2[O:34][CH:37]=[N:36][N:35]=2)[CH:3]=1. The yield is 0.580. (7) The reactants are [CH3:1][C:2]1[CH:3]=[C:4]([NH:8][C:9]2[S:10][C:11]([CH2:20][OH:21])=[C:12]([C:14]3[CH:19]=[CH:18][N:17]=[CH:16][CH:15]=3)[N:13]=2)[CH:5]=[CH:6][CH:7]=1. The catalyst is C1C=CC=CC=1. The product is [CH3:1][C:2]1[CH:3]=[C:4]([NH:8][C:9]2[S:10][C:11]([CH:20]=[O:21])=[C:12]([C:14]3[CH:19]=[CH:18][N:17]=[CH:16][CH:15]=3)[N:13]=2)[CH:5]=[CH:6][CH:7]=1. The yield is 0.420. (8) The reactants are [NH2:1][C:2]1[CH:9]=[CH:8][CH:7]=[C:6](Br)[C:3]=1[C:4]#[N:5].CC([O-])=O.[K+].[C:16]1(B(O)O)[CH:21]=[CH:20][CH:19]=[CH:18][CH:17]=1. The catalyst is C1(C)C=CC=CC=1. The product is [NH2:1][C:2]1[CH:9]=[CH:8][CH:7]=[C:6]([C:16]2[CH:21]=[CH:20][CH:19]=[CH:18][CH:17]=2)[C:3]=1[C:4]#[N:5]. The yield is 0.650.